This data is from Forward reaction prediction with 1.9M reactions from USPTO patents (1976-2016). The task is: Predict the product of the given reaction. Given the reactants I[C:2]1[CH:7]=[CH:6][C:5]([N+:8]([O-:10])=[O:9])=[CH:4][CH:3]=1.CCN(C(C)C)C(C)C.[CH2:20]([C:24]1[CH:29]=[CH:28][C:27]([CH2:30][C:31]([O:33][CH3:34])=[O:32])=[CH:26][CH:25]=1)[CH2:21][C:22]#[CH:23], predict the reaction product. The product is: [N+:8]([C:5]1[CH:6]=[CH:7][C:2]([C:23]#[C:22][CH2:21][CH2:20][C:24]2[CH:29]=[CH:28][C:27]([CH2:30][C:31]([O:33][CH3:34])=[O:32])=[CH:26][CH:25]=2)=[CH:3][CH:4]=1)([O-:10])=[O:9].